Dataset: Forward reaction prediction with 1.9M reactions from USPTO patents (1976-2016). Task: Predict the product of the given reaction. (1) Given the reactants [C:1]([C:3]1[CH:8]=[CH:7][C:6]([C:9]2[O:13][N:12]=[C:11]([C:14]3[CH:19]=[CH:18][C:17]([C:20]4[CH:25]=[CH:24][C:23]([O:26][CH2:27][CH2:28][CH2:29][C:30]([OH:32])=[O:31])=[CH:22][CH:21]=4)=[CH:16][CH:15]=3)[N:10]=2)=[CH:5][CH:4]=1)#[N:2].CC(O)=O.CCN(CC)CC.[N-:44]=[N+:45]=[N-:46].[Na+].Cl, predict the reaction product. The product is: [NH:44]1[C:1]([C:3]2[CH:8]=[CH:7][C:6]([C:9]3[O:13][N:12]=[C:11]([C:14]4[CH:19]=[CH:18][C:17]([C:20]5[CH:25]=[CH:24][C:23]([O:26][CH2:27][CH2:28][CH2:29][C:30]([OH:32])=[O:31])=[CH:22][CH:21]=5)=[CH:16][CH:15]=4)[N:10]=3)=[CH:5][CH:4]=2)=[N:2][N:46]=[N:45]1. (2) Given the reactants C([O:3][C:4](=[O:37])[C:5]([O:8][C:9]1[CH:14]=[CH:13][C:12]([O:15][CH2:16][CH2:17][C:18]2[N:19]=[C:20]([C:24]3[CH:29]=[CH:28][C:27]([C:30]4[CH:35]=[CH:34][CH:33]=[CH:32][CH:31]=4)=[CH:26][CH:25]=3)[O:21][C:22]=2[CH3:23])=[CH:11][C:10]=1[CH3:36])([CH3:7])[CH3:6])C.[OH-].[Na+], predict the reaction product. The product is: [C:27]1([C:30]2[CH:31]=[CH:32][CH:33]=[CH:34][CH:35]=2)[CH:26]=[CH:25][C:24]([C:20]2[O:21][C:22]([CH3:23])=[C:18]([CH2:17][CH2:16][O:15][C:12]3[CH:13]=[CH:14][C:9]([O:8][C:5]([CH3:7])([CH3:6])[C:4]([OH:37])=[O:3])=[C:10]([CH3:36])[CH:11]=3)[N:19]=2)=[CH:29][CH:28]=1. (3) Given the reactants [CH3:1][C:2]1([CH3:18])[CH2:7][C:6]([CH3:9])([OH:8])[CH:5]([OH:10])[CH:4]2[C:11]([CH3:17])([CH3:16])[CH:12]3[CH2:15][C:3]12[CH2:14][CH2:13]3.[CH:19](=O)[CH2:20][CH3:21].[Br-].[Li+].C1(C)C=CC(S(O)(=O)=O)=CC=1.C(=O)(O)[O-].[Na+], predict the reaction product. The product is: [CH2:20]([CH:21]1[O:10][CH:5]2[C:6]([CH3:9])([CH2:7][C:2]([CH3:18])([CH3:1])[C:3]34[CH2:15][CH:12]([CH2:13][CH2:14]3)[C:11]([CH3:17])([CH3:16])[CH:4]42)[O:8]1)[CH3:19].